This data is from Forward reaction prediction with 1.9M reactions from USPTO patents (1976-2016). The task is: Predict the product of the given reaction. (1) Given the reactants [Cl:1][C:2]1[N:7]=[C:6](Cl)[C:5]([Cl:9])=[CH:4][N:3]=1.[NH2:10][C:11]1[S:12][C:13]([C:16]([O:18][CH3:19])=[O:17])=[CH:14][N:15]=1, predict the reaction product. The product is: [Cl:1][C:2]1[N:7]=[C:6]([NH:10][C:11]2[S:12][C:13]([C:16]([O:18][CH3:19])=[O:17])=[CH:14][N:15]=2)[C:5]([Cl:9])=[CH:4][N:3]=1. (2) Given the reactants [Cl:1][C:2]1[CH:7]=[CH:6][C:5]([NH:8][C:9]2[NH:10][C:11]([C:14]3[CH:19]=[CH:18][C:17]([OH:20])=[CH:16][CH:15]=3)=[N:12][N:13]=2)=[CH:4][C:3]=1[C:21]([F:24])([F:23])[F:22].C[Si]([N-][Si](C)(C)C)(C)C.[K+].Br[C:36]1[CH:37]=[N:38][CH:39]=[CH:40][CH:41]=1.[C:42]([O-:45])([O-])=[O:43].[K+].[K+], predict the reaction product. The product is: [F:22][C:21]([F:24])([F:23])[C:42]([OH:45])=[O:43].[Cl:1][C:2]1[CH:7]=[CH:6][C:5]([NH:8][C:9]2[NH:10][C:11]([C:14]3[CH:15]=[CH:16][C:17]([O:20][C:36]4[CH:37]=[N:38][CH:39]=[CH:40][CH:41]=4)=[CH:18][CH:19]=3)=[N:12][N:13]=2)=[CH:4][C:3]=1[C:21]([F:22])([F:23])[F:24]. (3) Given the reactants [C:1]([C:5]1[CH:6]=[C:7](B(O)O)[CH:8]=[C:9]([C:11]([CH3:14])([CH3:13])[CH3:12])[CH:10]=1)([CH3:4])([CH3:3])[CH3:2].Cl[C:19]1[N:24]=[C:23]([C:25]2[CH2:26][CH2:27][N:28]([C:31]([O:33][C:34]([CH3:37])([CH3:36])[CH3:35])=[O:32])[CH2:29][CH:30]=2)[CH:22]=[N:21][CH:20]=1.COCCOC.C([O-])([O-])=O.[Na+].[Na+], predict the reaction product. The product is: [C:1]([C:5]1[CH:6]=[C:7]([C:19]2[N:24]=[C:23]([C:25]3[CH2:26][CH2:27][N:28]([C:31]([O:33][C:34]([CH3:37])([CH3:36])[CH3:35])=[O:32])[CH2:29][CH:30]=3)[CH:22]=[N:21][CH:20]=2)[CH:8]=[C:9]([C:11]([CH3:14])([CH3:13])[CH3:12])[CH:10]=1)([CH3:4])([CH3:3])[CH3:2]. (4) The product is: [Cl:2][C:3]1[N:4]([CH2:12][S:21][C:19]2[N:18]=[C:17]([OH:22])[CH:16]=[C:15]([CH3:14])[N:20]=2)[N:5]=[C:6]2[C:11]=1[CH:10]=[CH:9][CH:8]=[CH:7]2. Given the reactants Cl.[Cl:2][C:3]1[N:4]([CH2:12]Cl)[N:5]=[C:6]2[C:11]=1[CH:10]=[CH:9][CH:8]=[CH:7]2.[CH3:14][C:15]1[N:20]=[C:19]([SH:21])[N:18]=[C:17]([OH:22])[CH:16]=1, predict the reaction product. (5) The product is: [C:32]([C:21]1[N:22]=[C:23]([NH:25][C:26]2[CH:27]=[N:28][CH:29]=[CH:30][CH:31]=2)[O:24][C:20]=1[C:17]1[CH:16]=[CH:15][C:14]([N:11]2[CH2:12][CH2:13][N:8]([C:6]([O:5][C:1]([CH3:4])([CH3:2])[CH3:3])=[O:7])[CH2:9][CH2:10]2)=[CH:19][CH:18]=1)(=[O:34])[NH2:36]. Given the reactants [C:1]([O:5][C:6]([N:8]1[CH2:13][CH2:12][N:11]([C:14]2[CH:19]=[CH:18][C:17]([C:20]3[O:24][C:23]([NH:25][C:26]4[CH:27]=[N:28][CH:29]=[CH:30][CH:31]=4)=[N:22][C:21]=3[C:32]([OH:34])=O)=[CH:16][CH:15]=2)[CH2:10][CH2:9]1)=[O:7])([CH3:4])([CH3:3])[CH3:2].C[N:36](C(ON1N=NC2C=CC=NC1=2)=[N+](C)C)C.F[P-](F)(F)(F)(F)F.C(N(C(C)C)CC)(C)C.N.O1CCOCC1, predict the reaction product.